Dataset: NCI-60 drug combinations with 297,098 pairs across 59 cell lines. Task: Regression. Given two drug SMILES strings and cell line genomic features, predict the synergy score measuring deviation from expected non-interaction effect. Drug 1: C1CCN(CC1)CCOC2=CC=C(C=C2)C(=O)C3=C(SC4=C3C=CC(=C4)O)C5=CC=C(C=C5)O. Drug 2: CC1=C(N=C(N=C1N)C(CC(=O)N)NCC(C(=O)N)N)C(=O)NC(C(C2=CN=CN2)OC3C(C(C(C(O3)CO)O)O)OC4C(C(C(C(O4)CO)O)OC(=O)N)O)C(=O)NC(C)C(C(C)C(=O)NC(C(C)O)C(=O)NCCC5=NC(=CS5)C6=NC(=CS6)C(=O)NCCC[S+](C)C)O. Cell line: K-562. Synergy scores: CSS=-10.3, Synergy_ZIP=0.541, Synergy_Bliss=-9.21, Synergy_Loewe=-16.3, Synergy_HSA=-16.2.